From a dataset of Reaction yield outcomes from USPTO patents with 853,638 reactions. Predict the reaction yield, written as a fraction of the theoretical maximum amount of product (1.0 means a 100% yield; for example, 0.34 means a 34% yield). (1) The reactants are [CH3:1][O:2][C:3]1[CH:4]=[C:5]2[C:10](=[CH:11][C:12]=1[O:13][CH3:14])[N:9]=[C:8]([S:15][CH3:16])[CH:7]=[C:6]2[O:17][C:18]1[CH:23]=[CH:22][C:21]([NH2:24])=[CH:20][C:19]=1[F:25].[F:26][C:27]1[CH:32]=[CH:31][C:30]([NH:33][C:34]([C:36]2([C:39](O)=[O:40])[CH2:38][CH2:37]2)=[O:35])=[CH:29][CH:28]=1.CN(C(ON1N=NC2C=CC=NC1=2)=[N+](C)C)C.F[P-](F)(F)(F)(F)F.O. The catalyst is CN(C=O)C. The product is [CH3:1][O:2][C:3]1[CH:4]=[C:5]2[C:10](=[CH:11][C:12]=1[O:13][CH3:14])[N:9]=[C:8]([S:15][CH3:16])[CH:7]=[C:6]2[O:17][C:18]1[CH:23]=[CH:22][C:21]([NH:24][C:39]([C:36]2([C:34]([NH:33][C:30]3[CH:31]=[CH:32][C:27]([F:26])=[CH:28][CH:29]=3)=[O:35])[CH2:38][CH2:37]2)=[O:40])=[CH:20][C:19]=1[F:25]. The yield is 0.110. (2) The reactants are [CH3:1]C(C)([O-])C.[K+].[C:7]1([N:13]([C:22]2[CH:27]=[CH:26][CH:25]=[CH:24][CH:23]=2)[C:14]2[CH:21]=[CH:20][C:17]([CH:18]=O)=[CH:16][CH:15]=2)[CH:12]=[CH:11][CH:10]=[CH:9][CH:8]=1. The catalyst is [Br-].C[P+](C1C=CC=CC=1)(C1C=CC=CC=1)C1C=CC=CC=1.C1COCC1.ClCCl. The product is [C:7]1([N:13]([C:22]2[CH:27]=[CH:26][CH:25]=[CH:24][CH:23]=2)[C:14]2[CH:21]=[CH:20][C:17]([CH:18]=[CH2:1])=[CH:16][CH:15]=2)[CH:12]=[CH:11][CH:10]=[CH:9][CH:8]=1. The yield is 0.860.